This data is from Catalyst prediction with 721,799 reactions and 888 catalyst types from USPTO. The task is: Predict which catalyst facilitates the given reaction. (1) Reactant: [F:1][C:2]1[CH:7]=[CH:6][C:5]([NH:8][C:9](=[O:14])[CH:10]=[C:11]([CH3:13])[CH3:12])=[CH:4][CH:3]=1.[Cl-].[Cl-].[Cl-].[Al+3].Cl. Product: [CH3:13][C:11]1([CH3:12])[C:4]2[C:5](=[CH:6][CH:7]=[C:2]([F:1])[CH:3]=2)[NH:8][C:9](=[O:14])[CH2:10]1. The catalyst class is: 22. (2) Reactant: [C:1]([Cl:4])(=[O:3])[CH3:2].[NH2:5][CH:6]([CH3:17])[C:7]([N:9]1[CH2:13][CH2:12][CH2:11][CH:10]1[C:14](O)=[O:15])=[O:8]. Product: [ClH:4].[CH2:1]([O:3][C:14]([CH:10]1[CH2:11][CH2:12][CH2:13][N:9]1[C:7](=[O:8])[CH:6]([NH2:5])[CH3:17])=[O:15])[CH3:2]. The catalyst class is: 14. (3) The catalyst class is: 3. Product: [C:15]([O:24][C:23]([NH:22][C@@H:14]([C:15]1[CH:16]=[CH:17][C:18]([Cl:21])=[CH:19][CH:20]=1)[CH2:10][C:3]([O:5][CH3:6])=[O:4])=[O:26])([CH3:20])([CH3:16])[CH3:14]. Reactant: IC.[C:3]([C@H:10]([CH:14]([NH2:22])[C:15]1[CH:20]=[CH:19][C:18]([Cl:21])=[CH:17][CH:16]=1)C(O)=O)([O:5][C:6](C)(C)C)=[O:4].[C:23](=[O:26])([O-])[O-:24].[K+].[K+]. (4) Reactant: [CH3:1][O:2][C:3]([C@@H:5]1[CH2:18][C@H:17]([OH:19])[C:16](=[O:20])[C@H:15]2[C@@:6]1([CH3:28])[CH2:7][CH2:8][C@H:9]1[C@:14]2([CH3:21])[CH2:13][C@@H:12]([C:22]2[CH:26]=[CH:25][O:24][CH:23]=2)[O:11][C:10]1=[O:27])=[O:4].C1(P(C2C=CC=CC=2)C2C=CC=CN=2)C=CC=CC=1.[C:48](O)(=[O:50])[CH3:49].CC(OC(/N=N/C(OC(C)(C)C)=O)=O)(C)C. Product: [CH3:1][O:2][C:3]([C@@H:5]1[CH2:18][C@H:17]([O:19][C:48](=[O:50])[CH3:49])[C:16](=[O:20])[C@H:15]2[C@@:6]1([CH3:28])[CH2:7][CH2:8][C@@H:9]1[C@:14]2([CH3:21])[CH2:13][C@@H:12]([C:22]2[CH:26]=[CH:25][O:24][CH:23]=2)[O:11][C:10]1=[O:27])=[O:4]. The catalyst class is: 266.